From a dataset of Reaction yield outcomes from USPTO patents with 853,638 reactions. Predict the reaction yield, written as a fraction of the theoretical maximum amount of product (1.0 means a 100% yield; for example, 0.34 means a 34% yield). (1) The reactants are [F:1][C:2]1(F)[C:7]([N:8]2[CH2:13][CH2:12][C:11]([F:16])([CH2:14][OH:15])[CH2:10][CH2:9]2)=[CH:6][CH:5]=[C:4]([N:17]2[CH2:21][C@H:20]([CH2:22][NH:23][C:24](=[O:26])[CH3:25])[O:19][C:18]2=[O:27])[CH2:3]1.[CH3:29][S:30](Cl)(=[O:32])=[O:31].C(N(CC)CC)C. The catalyst is ClCCl. The product is [F:16][C:11]1([CH2:14][O:15][S:30]([CH3:29])(=[O:32])=[O:31])[CH2:12][CH2:13][N:8]([C:7]2[CH:6]=[CH:5][C:4]([N:17]3[CH2:21][C@H:20]([CH2:22][NH:23][C:24](=[O:26])[CH3:25])[O:19][C:18]3=[O:27])=[CH:3][C:2]=2[F:1])[CH2:9][CH2:10]1. The yield is 0.750. (2) The reactants are [CH2:1]([N:8]([CH2:18][C:19]1(O)[CH2:24][CH2:23][N:22]([C:25]([O:27][C:28]([CH3:31])([CH3:30])[CH3:29])=[O:26])[CH2:21][CH2:20]1)[CH2:9][C:10](=[O:17])[C:11]1[CH:16]=[CH:15][CH:14]=[CH:13][N:12]=1)[C:2]1[CH:7]=[CH:6][CH:5]=[CH:4][CH:3]=1.CC1C=CC(S(O)(=O)=O)=CC=1. The catalyst is C1C=CC=CC=1.C(OCC)(=O)C. The product is [CH2:1]([N:8]1[CH:9]=[C:10]([C:11]2[CH:16]=[CH:15][CH:14]=[CH:13][N:12]=2)[O:17][C:19]2([CH2:20][CH2:21][N:22]([C:25]([O:27][C:28]([CH3:30])([CH3:29])[CH3:31])=[O:26])[CH2:23][CH2:24]2)[CH2:18]1)[C:2]1[CH:7]=[CH:6][CH:5]=[CH:4][CH:3]=1. The yield is 0.450.